Dataset: Full USPTO retrosynthesis dataset with 1.9M reactions from patents (1976-2016). Task: Predict the reactants needed to synthesize the given product. (1) Given the product [CH2:17]([O:24][CH:25]([CH3:28])[CH2:26][O:27][C:9]1[C:2]([Br:1])=[C:3]([CH:6]=[CH:7][CH:8]=1)[CH:4]=[O:5])[C:18]1[CH:23]=[CH:22][CH:21]=[CH:20][CH:19]=1, predict the reactants needed to synthesize it. The reactants are: [Br:1][C:2]1[CH:9]=[C:8](F)[CH:7]=[CH:6][C:3]=1[CH:4]=[O:5].C([O-])([O-])=O.[Na+].[Na+].[CH2:17]([O:24][CH:25]([CH3:28])[CH2:26][OH:27])[C:18]1[CH:23]=[CH:22][CH:21]=[CH:20][CH:19]=1. (2) Given the product [S:1]1[CH:5]=[CH:4][CH:3]=[C:2]1[CH2:6][NH:7][C:8]([C:10]1[N:11]=[C:12]2[C:17]([C:18]3[N:21]=[CH:29][O:20][N:19]=3)=[CH:16][C:15]([C:22]3[CH:26]=[CH:25][O:24][CH:23]=3)=[CH:14][N:13]2[C:27]=1[Cl:28])=[O:9], predict the reactants needed to synthesize it. The reactants are: [S:1]1[CH:5]=[CH:4][CH:3]=[C:2]1[CH2:6][NH:7][C:8]([C:10]1[N:11]=[C:12]2[C:17]([C:18](=[NH:21])[NH:19][OH:20])=[CH:16][C:15]([C:22]3[CH:26]=[CH:25][O:24][CH:23]=3)=[CH:14][N:13]2[C:27]=1[Cl:28])=[O:9].[CH3:29]OC(OC)OC.